This data is from Full USPTO retrosynthesis dataset with 1.9M reactions from patents (1976-2016). The task is: Predict the reactants needed to synthesize the given product. (1) Given the product [CH3:2][C:3]1[N:6]=[C:7]([C:8]([O:10][CH2:11][CH3:13])=[O:9])[S:12][CH:4]=1, predict the reactants needed to synthesize it. The reactants are: Cl[CH2:2][C:3](=O)[CH3:4].[NH2:6][C:7](=[S:12])[C:8]([O:10][CH3:11])=[O:9].[CH3:13]CO. (2) Given the product [CH3:13][C:12]([NH:20][C:21]([C:23]1[CH:28]=[CH:27][C:26]([N:29]2[CH2:30][C:31](=[O:33])[CH2:32]2)=[C:25]([O:34][CH2:35][CH:36]2[CH2:37][CH2:38]2)[N:24]=1)=[O:22])([C:14]1[N:18]=[C:17]([CH3:19])[O:16][N:15]=1)[CH3:11], predict the reactants needed to synthesize it. The reactants are: C(Cl)(=O)C(Cl)=O.CS(C)=O.[CH3:11][C:12]([NH:20][C:21]([C:23]1[CH:28]=[CH:27][C:26]([N:29]2[CH2:32][CH:31]([OH:33])[CH2:30]2)=[C:25]([O:34][CH2:35][CH:36]2[CH2:38][CH2:37]2)[N:24]=1)=[O:22])([C:14]1[N:18]=[C:17]([CH3:19])[O:16][N:15]=1)[CH3:13].C(N(CC)CC)C. (3) Given the product [Br:11][C:12]1[CH:20]=[CH:19][C:15]([C:16]([NH:10][C:9]2[CH:8]=[CH:7][N:6]=[CH:5][C:4]=2[CH3:3])=[O:17])=[CH:14][CH:13]=1, predict the reactants needed to synthesize it. The reactants are: [H-].[Na+].[CH3:3][C:4]1[CH:5]=[N:6][CH:7]=[CH:8][C:9]=1[NH2:10].[Br:11][C:12]1[CH:20]=[CH:19][C:15]([C:16](Cl)=[O:17])=[CH:14][CH:13]=1. (4) The reactants are: [C:1]1([NH:7][C:8]([C:10]2([C:13]([OH:15])=[O:14])[CH2:12][CH2:11]2)=[O:9])[CH:6]=[CH:5][CH:4]=[CH:3][CH:2]=1.[CH3:16][O:17]C1C=CC=CC=1N. Given the product [CH3:16][O:17][C:6]1[CH:5]=[CH:4][CH:3]=[CH:2][C:1]=1[NH:7][C:8]([C:10]1([C:13]([OH:15])=[O:14])[CH2:11][CH2:12]1)=[O:9], predict the reactants needed to synthesize it. (5) Given the product [OH:6][CH2:7][CH:8]([CH3:38])[CH2:9][O:10][NH:11][C:12]([C:14]1[C:15]([NH:29][C:30]2[CH:35]=[CH:34][C:33]([Br:36])=[CH:32][C:31]=2[F:37])=[CH:16][C:17](=[O:28])[N:18]2[C:22]=1[CH:21]([OH:23])[CH:20]([OH:25])[CH2:19]2)=[O:13], predict the reactants needed to synthesize it. The reactants are: Cl.C([O:6][CH2:7][CH:8]([CH3:38])[CH2:9][O:10][NH:11][C:12]([C:14]1[C:15]([NH:29][C:30]2[CH:35]=[CH:34][C:33]([Br:36])=[CH:32][C:31]=2[F:37])=[CH:16][C:17](=[O:28])[N:18]2[C:22]=1[CH:21]1[O:23]C(C)(C)[O:25][CH:20]1[CH2:19]2)=[O:13])(C)(C)C. (6) Given the product [CH3:1][C:2]1[N:6]([CH2:7][CH2:8][CH2:9][C:10]2[CH:15]=[CH:14][C:13]([CH2:16][CH2:17][CH2:18][CH2:19][CH2:20][CH2:21][CH3:22])=[CH:12][CH:11]=2)[C:5]([C:23]2[CH:40]=[CH:39][C:26]([O:27][C@H:28]([CH2:32][C:33]3[CH:34]=[CH:35][CH:36]=[CH:37][CH:38]=3)[C:29]([O-:31])=[O:30])=[CH:25][CH:24]=2)=[CH:4][CH:3]=1.[Na+:42], predict the reactants needed to synthesize it. The reactants are: [CH3:1][C:2]1[N:6]([CH2:7][CH2:8][CH2:9][C:10]2[CH:15]=[CH:14][C:13]([CH2:16][CH2:17][CH2:18][CH2:19][CH2:20][CH2:21][CH3:22])=[CH:12][CH:11]=2)[C:5]([C:23]2[CH:40]=[CH:39][C:26]([O:27][C@H:28]([CH2:32][C:33]3[CH:38]=[CH:37][CH:36]=[CH:35][CH:34]=3)[C:29]([OH:31])=[O:30])=[CH:25][CH:24]=2)=[CH:4][CH:3]=1.[OH-].[Na+:42].C(O)C. (7) Given the product [C:14]([CH2:13][CH2:12][N:9]1[C:8]2[CH:16]=[CH:17][C:5]([C:3]([OH:4])=[O:2])=[CH:6][C:7]=2[N:11]=[CH:10]1)#[N:15], predict the reactants needed to synthesize it. The reactants are: C[O:2][C:3]([C:5]1[CH:17]=[CH:16][C:8]2[N:9]([CH2:12][CH2:13][C:14]#[N:15])[CH:10]=[N:11][C:7]=2[CH:6]=1)=[O:4].[Li+].[OH-].CO. (8) The reactants are: Cl[C:2]1[CH:15]=[CH:14][C:5]([C:6]([N:8]2[CH2:13][CH2:12][CH2:11][CH2:10][CH2:9]2)=[O:7])=[CH:4][C:3]=1[N+:16]([O-:18])=O.[N-:19]=[N+]=[N-].[Na+]. Given the product [N:19]1[O:18][N:16]=[C:3]2[CH:4]=[C:5]([C:6]([N:8]3[CH2:13][CH2:12][CH2:11][CH2:10][CH2:9]3)=[O:7])[CH:14]=[CH:15][C:2]=12, predict the reactants needed to synthesize it. (9) The reactants are: [OH-].[K+].[CH3:3][C:4]1[NH:5][CH:6]=[C:7]([CH3:12])[C:8]=1[C:9](=[O:11])[CH3:10].O.[CH3:14]S(C)=O. Given the product [CH3:14][N:5]1[CH:6]=[C:7]([CH3:12])[C:8]([C:9](=[O:11])[CH3:10])=[C:4]1[CH3:3], predict the reactants needed to synthesize it. (10) The reactants are: [CH3:1][C:2]1[CH:3]=[CH:4][C:5]([N:8]([CH:16]2[CH2:21][CH2:20][N:19]([CH2:22][CH2:23][C:24]3([CH2:30][C:31]([OH:33])=O)[CH2:29][CH2:28][CH2:27][CH2:26][CH2:25]3)[CH2:18][CH2:17]2)[C:9]([C:11]2[O:12][CH:13]=[CH:14][CH:15]=2)=[O:10])=[N:6][CH:7]=1.[Cl-].[NH4+].F[P-](F)(F)(F)(F)F.[N:43]1(O[P+](N2CCCC2)(N2CCCC2)N2CCCC2)C2C=CC=CC=2N=N1.O.ON1C2C=CC=CC=2N=N1.C(=O)(O)[O-].[Na+]. Given the product [C:31]([CH2:30][C:24]1([CH2:23][CH2:22][N:19]2[CH2:18][CH2:17][CH:16]([N:8]([C:5]3[CH:4]=[CH:3][C:2]([CH3:1])=[CH:7][N:6]=3)[C:9]([C:11]3[O:12][CH:13]=[CH:14][CH:15]=3)=[O:10])[CH2:21][CH2:20]2)[CH2:25][CH2:26][CH2:27][CH2:28][CH2:29]1)(=[O:33])[NH2:43], predict the reactants needed to synthesize it.